Dataset: Reaction yield outcomes from USPTO patents with 853,638 reactions. Task: Predict the reaction yield, written as a fraction of the theoretical maximum amount of product (1.0 means a 100% yield; for example, 0.34 means a 34% yield). (1) The reactants are [F:1][CH:2]([F:5])[CH2:3]Cl.[Cl:6][C:7]1[CH:14]=[CH:13][C:10]([CH2:11][NH2:12])=[CH:9][CH:8]=1. The catalyst is O. The product is [F:1][CH:2]([F:5])[CH2:3][NH:12][CH2:11][C:10]1[CH:13]=[CH:14][C:7]([Cl:6])=[CH:8][CH:9]=1. The yield is 0.610. (2) The reactants are [Br:1][C:2]1[CH:3]=[C:4]([N+:9]([O-:11])=[O:10])[C:5]([OH:8])=[N:6][CH:7]=1.[CH3:12]N(C=O)C.C(=O)([O-])[O-].[K+].[K+].CI. The catalyst is O. The product is [Br:1][C:2]1[CH:3]=[C:4]([N+:9]([O-:11])=[O:10])[C:5](=[O:8])[N:6]([CH3:12])[CH:7]=1. The yield is 0.850. (3) The reactants are [C:1]([C:3]1[C:23]([N+:24]([O-:26])=[O:25])=[CH:22][CH:21]=[CH:20][C:4]=1[O:5][CH2:6][C@H:7]1[CH2:12][CH2:11][CH2:10][N:9](C(OC(C)(C)C)=O)[CH2:8]1)#[N:2].[ClH:27]. The catalyst is O1CCOCC1. The product is [ClH:27].[N+:24]([C:23]1[CH:22]=[CH:21][CH:20]=[C:4]([O:5][CH2:6][C@H:7]2[CH2:12][CH2:11][CH2:10][NH:9][CH2:8]2)[C:3]=1[C:1]#[N:2])([O-:26])=[O:25]. The yield is 0.890. (4) The reactants are Br[C:2]1[CH:7]=[CH:6][CH:5]=[CH:4][C:3]=1[N:8]1[C:20]2[CH:19]=[CH:18][CH:17]=[CH:16][C:15]=2[C:14]2[C:9]1=[CH:10][CH:11]=[CH:12][CH:13]=2.IC1C=CC=CC=1N1C2C=CC=CC=2C2C1=CC=CC=2.C1(P(C2C=CC=CC=2)C2C=CC=CC=2)C=CC=CC=1.C(=O)([O-])[O-].[K+].[K+]. The catalyst is [Cl-].C([N+](CC)(CC)CC)C1C=CC=CC=1.C([O-])(=O)C.[Pd+2].C([O-])(=O)C.CC(N(C)C)=O. The product is [CH:11]1[CH:12]=[CH:13][C:14]2[C:15]3[C:20]([N:8]4[C:9]=2[C:10]=1[C:2]1[CH:7]=[CH:6][CH:5]=[CH:4][C:3]=14)=[CH:19][CH:18]=[CH:17][CH:16]=3. The yield is 0.840. (5) The reactants are Br[CH2:2][C:3](=O)[CH2:4][CH2:5][N:6]1[C:14](=[O:15])[C:13]2[C:8](=[CH:9][CH:10]=[CH:11][CH:12]=2)[C:7]1=[O:16].[NH2:18][C:19]1[CH:24]=[CH:23][CH:22]=[CH:21][N:20]=1.C(=O)([O-])O.[Na+]. The catalyst is CN(C=O)C. The product is [N:18]1[C:3]([CH2:4][CH2:5][N:6]2[C:14](=[O:15])[C:13]3[C:8](=[CH:9][CH:10]=[CH:11][CH:12]=3)[C:7]2=[O:16])=[CH:2][N:20]2[CH:21]=[CH:22][CH:23]=[CH:24][C:19]=12. The yield is 0.750. (6) The reactants are [Cl:1][C:2]1[CH:3]=[C:4]([CH:7]=[C:8]([O:11]C)[C:9]=1[OH:10])[CH:5]=[O:6].B(Br)(Br)Br. The catalyst is ClCCl. The product is [Cl:1][C:2]1[CH:3]=[C:4]([CH:7]=[C:8]([OH:11])[C:9]=1[OH:10])[CH:5]=[O:6]. The yield is 0.890.